This data is from Catalyst prediction with 721,799 reactions and 888 catalyst types from USPTO. The task is: Predict which catalyst facilitates the given reaction. (1) The catalyst class is: 8. Reactant: [CH:1]1([C:7]2[C:15]3[C:14](=[O:16])[NH:13][C:12]([C:17]4[CH:22]=[CH:21][C:20]([N:23]5[CH2:28][CH2:27][CH:26]([OH:29])[CH2:25][CH2:24]5)=[CH:19][C:18]=4[O:30][CH3:31])=[N:11][C:10]=3[N:9]([CH3:32])[N:8]=2)[CH2:6][CH2:5][CH2:4][CH2:3][CH2:2]1.[CH3:33][S:34]([OH:37])(=[O:36])=[O:35]. Product: [CH3:33][S:34]([OH:37])(=[O:36])=[O:35].[CH:1]1([C:7]2[C:15]3[C:14](=[O:16])[NH:13][C:12]([C:17]4[CH:22]=[CH:21][C:20]([N:23]5[CH2:28][CH2:27][CH:26]([OH:29])[CH2:25][CH2:24]5)=[CH:19][C:18]=4[O:30][CH3:31])=[N:11][C:10]=3[N:9]([CH3:32])[N:8]=2)[CH2:2][CH2:3][CH2:4][CH2:5][CH2:6]1. (2) Reactant: [C:1]1([CH:7]([OH:10])[CH2:8][OH:9])[CH:6]=[CH:5][CH:4]=[CH:3][CH:2]=1.[CH3:11][C:12]([Si:15](Cl)([CH3:17])[CH3:16])([CH3:14])[CH3:13].C(N(CC)CC)C. Product: [Si:15]([O:9][CH2:8][CH:7]([C:1]1[CH:6]=[CH:5][CH:4]=[CH:3][CH:2]=1)[OH:10])([C:12]([CH3:14])([CH3:13])[CH3:11])([CH3:17])[CH3:16]. The catalyst class is: 30. (3) The catalyst class is: 23. Product: [C:4]([CH2:3][CH2:2][N:6]1[CH2:7][CH2:8][CH:9]([NH:12][C:13](=[O:19])[O:14][C:15]([CH3:16])([CH3:18])[CH3:17])[CH2:10][CH2:11]1)#[N:5]. Reactant: Br[CH2:2][CH2:3][C:4]#[N:5].[NH:6]1[CH2:11][CH2:10][CH:9]([NH:12][C:13](=[O:19])[O:14][C:15]([CH3:18])([CH3:17])[CH3:16])[CH2:8][CH2:7]1. (4) Reactant: C([O:3][C:4](=[O:19])[CH2:5][CH:6]1[O:10][B:9]([OH:11])[C:8]2[CH:12]=[C:13]([O:17][CH3:18])[CH:14]=[C:15]([CH3:16])[C:7]1=2)C.[Li+].[OH-].Cl. Product: [OH:11][B:9]1[C:8]2[CH:12]=[C:13]([O:17][CH3:18])[CH:14]=[C:15]([CH3:16])[C:7]=2[CH:6]([CH2:5][C:4]([OH:19])=[O:3])[O:10]1. The catalyst class is: 20. (5) Reactant: [CH3:1][O:2][CH:3]([O:27][CH3:28])[CH2:4][N:5]1[C:9]2[N:10]=[C:11]([C:20]3[CH:26]=[CH:25][C:23]([NH2:24])=[CH:22][CH:21]=3)[N:12]=[C:13]([N:14]3[CH2:19][CH2:18][O:17][CH2:16][CH2:15]3)[C:8]=2[N:7]=[N:6]1.[N:29]([C:32]1[CH:33]=[N:34][CH:35]=[CH:36][CH:37]=1)=[C:30]=[O:31].CCN(CC)CC. Product: [CH3:28][O:27][CH:3]([O:2][CH3:1])[CH2:4][N:5]1[C:9]2[N:10]=[C:11]([C:20]3[CH:26]=[CH:25][C:23]([NH:24][C:30]([NH:29][C:32]4[CH:33]=[N:34][CH:35]=[CH:36][CH:37]=4)=[O:31])=[CH:22][CH:21]=3)[N:12]=[C:13]([N:14]3[CH2:15][CH2:16][O:17][CH2:18][CH2:19]3)[C:8]=2[N:7]=[N:6]1. The catalyst class is: 2. (6) Reactant: Cl[C:2]1[C:3]2[C:4](=[N:8][N:9]([CH2:11][C:12]3[CH:17]=[CH:16][C:15]([CH2:18][N:19]4[CH:23]=[CH:22][CH:21]=[N:20]4)=[CH:14][CH:13]=3)[CH:10]=2)[N:5]=[CH:6][N:7]=1.CCN(C(C)C)C(C)C.[Cl-].[Cl-].[NH3+:35][CH2:36][C:37]1[CH:38]=[C:39]([CH3:45])[C:40]([NH3+:44])=[N:41][C:42]=1[CH3:43]. Product: [N:19]1([CH2:18][C:15]2[CH:16]=[CH:17][C:12]([CH2:11][N:9]3[CH:10]=[C:3]4[C:4]([N:5]=[CH:6][N:7]=[C:2]4[NH:35][CH2:36][C:37]4[C:42]([CH3:43])=[N:41][C:40]([NH2:44])=[C:39]([CH3:45])[CH:38]=4)=[N:8]3)=[CH:13][CH:14]=2)[CH:23]=[CH:22][CH:21]=[N:20]1. The catalyst class is: 51. (7) Reactant: Cl.[NH2:2][C@H:3]1[CH2:8][CH2:7][CH2:6][N:5]([CH:9]([CH3:11])[CH3:10])[C:4]1=[O:12].Br[C:14]1[CH:18]=[C:17]([C:19]#[C:20][C:21]([CH3:24])([CH3:23])[CH3:22])[S:16][C:15]=1[C:25]([O:27][CH3:28])=[O:26].C(=O)([O-])[O-].[Cs+].[Cs+].C1C=CC(P(C2C(C3C(P(C4C=CC=CC=4)C4C=CC=CC=4)=CC=C4C=3C=CC=C4)=C3C(C=CC=C3)=CC=2)C2C=CC=CC=2)=CC=1. The catalyst class is: 231. Product: [CH3:22][C:21]([CH3:24])([CH3:23])[C:20]#[C:19][C:17]1[S:16][C:15]([C:25]([O:27][CH3:28])=[O:26])=[C:14]([NH:2][C@H:3]2[CH2:8][CH2:7][CH2:6][N:5]([CH:9]([CH3:10])[CH3:11])[C:4]2=[O:12])[CH:18]=1. (8) Reactant: Cl.F[C:3](F)([O:15][NH2:16])[C:4]1[C:9]([F:10])=[C:8]([F:11])[C:7]([F:12])=[C:6]([F:13])[C:5]=1[F:14].[N:18]12[CH2:27][CH:22]3[CH2:23][CH:24]([CH2:26][CH:20]([C:21]3=O)[CH2:19]1)[CH2:25]2. Product: [F:10][C:9]1[C:4]([CH2:3][O:15][N:16]=[C:21]2[CH:22]3[CH2:27][N:18]4[CH2:25][CH:24]([CH2:26][CH:20]2[CH2:19]4)[CH2:23]3)=[C:5]([F:14])[C:6]([F:13])=[C:7]([F:12])[C:8]=1[F:11]. The catalyst class is: 8. (9) The catalyst class is: 23. Product: [F:37][C:12]1[CH:13]=[C:14]2[C:9](=[CH:10][CH:11]=1)[NH:8][C:20]1[C:19]([O:21][CH2:39][CH2:40][CH2:41][NH2:42])=[C:18]3[NH:22][C:23]4[CH:24]=[CH:25][C:26]([F:29])=[CH:27][C:28]=4[C:17]3=[CH:16][C:15]2=1. Reactant: C([N:8]1[C:20]2[C:19]([OH:21])=[C:18]3[N:22](C(OC(C)(C)C)=O)[C:23]4[CH:24]=[CH:25][C:26]([F:29])=[CH:27][C:28]=4[C:17]3=[CH:16][C:15]=2[C:14]2[C:9]1=[CH:10][CH:11]=[C:12]([F:37])[CH:13]=2)(OC(C)(C)C)=O.Br[CH2:39][CH2:40][CH2:41][NH:42]C(=O)OC(C)(C)C.C([O-])([O-])=O.[Cs+].[Cs+].